Dataset: Reaction yield outcomes from USPTO patents with 853,638 reactions. Task: Predict the reaction yield, written as a fraction of the theoretical maximum amount of product (1.0 means a 100% yield; for example, 0.34 means a 34% yield). (1) The reactants are [C:1]([NH:8][C:9]1[CH:10]=[C:11]([CH:15]=[CH:16][CH:17]=1)[C:12]([OH:14])=O)([O:3][C:4]([CH3:7])([CH3:6])[CH3:5])=[O:2].CN(C(ON1N=NC2C=CC=NC1=2)=[N+](C)C)C.F[P-](F)(F)(F)(F)F.[C:42]1([C@@H:52]([NH2:54])[CH3:53])[C:51]2[C:46](=[CH:47][CH:48]=[CH:49][CH:50]=2)[CH:45]=[CH:44][CH:43]=1.C(N(CC)C(C)C)(C)C. The catalyst is C(Cl)Cl. The product is [C:4]([O:3][C:1](=[O:2])[NH:8][C:9]1[CH:17]=[CH:16][CH:15]=[C:11]([C:12](=[O:14])[NH:54][C@H:52]([C:42]2[C:51]3[C:46](=[CH:47][CH:48]=[CH:49][CH:50]=3)[CH:45]=[CH:44][CH:43]=2)[CH3:53])[CH:10]=1)([CH3:5])([CH3:6])[CH3:7]. The yield is 0.620. (2) The reactants are Cl[C:2]1[C:11]2[O:12][CH:13]=[CH:14][C:10]=2[C:9]2[CH:8]=[C:7]([Cl:15])[CH:6]=[CH:5][C:4]=2[N:3]=1.[CH3:16][N:17]1[CH2:22][CH2:21][NH:20][CH2:19][CH2:18]1. The catalyst is CC(O)C. The product is [Cl:15][C:7]1[CH:6]=[CH:5][C:4]2[N:3]=[C:2]([N:20]3[CH2:21][CH2:22][N:17]([CH3:16])[CH2:18][CH2:19]3)[C:11]3[O:12][CH:13]=[CH:14][C:10]=3[C:9]=2[CH:8]=1. The yield is 0.720. (3) The reactants are [OH:1][C:2]1[CH:7]=[CH:6][C:5]([C:8]2[C:9]([CH2:21][N:22]([C:40]3[CH:45]=[CH:44][CH:43]=[CH:42][C:41]=3[O:46][CH3:47])C(OCC3C4C=CC=CC=4C4C3=CC=CC=4)=O)=[C:10]3[C:15](=[CH:16][CH:17]=2)[NH:14][C:13]([CH3:19])([CH3:18])[CH:12]=[C:11]3[CH3:20])=[C:4]([O:48][CH3:49])[CH:3]=1.[C:50](N1C=CN=C1)(N1C=CN=C1)=[O:51].[CH3:62][N:63]([CH3:68])[CH2:64][CH2:65][NH:66][CH3:67]. The catalyst is CN(C)C1C=CN=CC=1.O1CCCC1. The product is [CH3:62][N:63]([CH3:68])[CH2:64][CH2:65][N:66]([C:50]([O:1][C:2]1[CH:7]=[CH:6][C:5]([C:8]2[C:9]([CH2:21][NH:22][C:40]3[CH:45]=[CH:44][CH:43]=[CH:42][C:41]=3[O:46][CH3:47])=[C:10]3[C:15](=[CH:16][CH:17]=2)[NH:14][C:13]([CH3:19])([CH3:18])[CH:12]=[C:11]3[CH3:20])=[C:4]([O:48][CH3:49])[CH:3]=1)=[O:51])[CH3:67]. The yield is 0.470. (4) The reactants are [O:1]1[CH2:4][CH:3]([OH:5])[CH2:2]1.[CH3:6][C:7]1[CH:12]=[CH:11][C:10]([S:13](Cl)(=[O:15])=[O:14])=[CH:9][CH:8]=1. The catalyst is C(Cl)Cl. The product is [CH3:6][C:7]1[CH:12]=[CH:11][C:10]([S:13]([O:5][CH:3]2[CH2:4][O:1][CH2:2]2)(=[O:15])=[O:14])=[CH:9][CH:8]=1. The yield is 0.500. (5) The reactants are [Br:1][C:2]1[CH:7]=[CH:6][C:5]([CH:8]([CH:10]2[CH2:14][CH2:13][N:12]([CH3:15])[CH2:11]2)O)=[CH:4][CH:3]=1.CCN(S(F)(F)[F:22])CC. The catalyst is C(Cl)Cl. The product is [Br:1][C:2]1[CH:7]=[CH:6][C:5]([CH:8]([F:22])[CH:10]2[CH2:14][CH2:13][N:12]([CH3:15])[CH2:11]2)=[CH:4][CH:3]=1. The yield is 0.350. (6) The catalyst is ClCCl. The yield is 0.920. The product is [C:45]([NH:1][C:2]1[N:7]=[CH:6][C:5]([N:8]([CH3:28])[C:9](=[O:27])[C:10]([C:13]2[CH:14]=[C:15]([C:23]([F:26])([F:24])[F:25])[CH:16]=[C:17]([C:19]([F:20])([F:21])[F:22])[CH:18]=2)([CH3:12])[CH3:11])=[C:4]([C:29]2[CH:34]=[CH:33][CH:32]=[CH:31][C:30]=2[CH3:35])[CH:3]=1)(=[O:47])[CH3:46]. The reactants are [NH2:1][C:2]1[N:7]=[CH:6][C:5]([N:8]([CH3:28])[C:9](=[O:27])[C:10]([C:13]2[CH:18]=[C:17]([C:19]([F:22])([F:21])[F:20])[CH:16]=[C:15]([C:23]([F:26])([F:25])[F:24])[CH:14]=2)([CH3:12])[CH3:11])=[C:4]([C:29]2[CH:34]=[CH:33][CH:32]=[CH:31][C:30]=2[CH3:35])[CH:3]=1.C(N(C(C)C)C(C)C)C.[C:45](OC(=O)C)(=[O:47])[CH3:46]. (7) The reactants are C([N:8]1[CH2:13][CH2:12][N:11](CC2C=CC=CC=2)[CH2:10][C@@H:9]1[CH2:21][CH2:22][C:23]1[CH:28]=[CH:27]C=CN=1)C1C=CC=CC=1.C([O-])=O.[NH4+:32].[CH2:33](O)[CH3:34]. The catalyst is [Pd]. The product is [N:32]1[CH:27]=[CH:28][C:23]([CH2:22][CH2:21][C@H:9]2[CH2:10][NH:11][CH2:12][CH2:13][NH:8]2)=[CH:34][CH:33]=1. The yield is 0.860. (8) The reactants are Cl[Sn]Cl.[CH3:4][C:5]1([CH3:45])[N:9]([CH2:10][CH2:11][CH2:12][CH2:13][CH2:14][CH2:15][CH2:16][CH2:17][CH2:18][S:19][CH2:20][CH2:21][CH2:22][C:23]([F:29])([F:28])[C:24]([F:27])([F:26])[F:25])[C:8](=[O:30])[N:7]([C:31]2[CH:36]=[CH:35][C:34]([N+:37]([O-])=O)=[C:33]([C:40]([F:43])([F:42])[F:41])[CH:32]=2)[C:6]1=[O:44].C([O-])(O)=O.[Na+]. The catalyst is CCOC(C)=O. The product is [NH2:37][C:34]1[CH:35]=[CH:36][C:31]([N:7]2[C:6](=[O:44])[C:5]([CH3:45])([CH3:4])[N:9]([CH2:10][CH2:11][CH2:12][CH2:13][CH2:14][CH2:15][CH2:16][CH2:17][CH2:18][S:19][CH2:20][CH2:21][CH2:22][C:23]([F:28])([F:29])[C:24]([F:25])([F:26])[F:27])[C:8]2=[O:30])=[CH:32][C:33]=1[C:40]([F:43])([F:42])[F:41]. The yield is 0.840. (9) The reactants are [I:1]I.[NH2:3][C:4]1[CH:9]=[CH:8][C:7]([C:10](=[O:12])[CH3:11])=[CH:6][CH:5]=1. The catalyst is C(O)C.S([O-])([O-])(=O)=O.[Ag+2]. The product is [NH2:3][C:4]1[CH:9]=[CH:8][C:7]([C:10](=[O:12])[CH3:11])=[CH:6][C:5]=1[I:1]. The yield is 0.180.